This data is from Catalyst prediction with 721,799 reactions and 888 catalyst types from USPTO. The task is: Predict which catalyst facilitates the given reaction. (1) Reactant: Cl[C:2]1[CH:3]=[CH:4][C:5]([C:13]2[CH:18]=[N:17][CH:16]=[CH:15][N:14]=2)=[C:6]([CH:12]=1)[C:7]([O:9][CH2:10][CH3:11])=[O:8].[CH3:19][C:20]1[CH:21]=[C:22](B(O)O)[CH:23]=[N:24][CH:25]=1.C([O-])([O-])=O.[Cs+].[Cs+]. Product: [CH3:19][C:20]1[CH:21]=[C:22]([C:2]2[CH:3]=[CH:4][C:5]([C:13]3[CH:18]=[N:17][CH:16]=[CH:15][N:14]=3)=[C:6]([CH:12]=2)[C:7]([O:9][CH2:10][CH3:11])=[O:8])[CH:23]=[N:24][CH:25]=1. The catalyst class is: 151. (2) Reactant: C([CH2:8][NH:9][CH2:10][CH2:11][C:12]1[C:16]2=[C:17]3[C:22](=[CH:23][CH:24]=[C:15]2[NH:14][CH:13]=1)[C:21](=[O:25])[NH:20][CH:19]=[CH:18]3)C1C=CC=CC=1. Product: [CH3:8][NH:9][CH2:10][CH2:11][C:12]1[C:16]2=[C:17]3[C:22](=[CH:23][CH:24]=[C:15]2[NH:14][CH:13]=1)[C:21](=[O:25])[NH:20][CH:19]=[CH:18]3. The catalyst class is: 45. (3) Reactant: [NH2:1][C:2]1[C:10]2[C:5](=[CH:6][CH:7]=[CH:8][C:9]=2[F:11])[C@@:4]([C:19]2[CH:20]=[C:21]([CH3:28])[C:22](=[O:27])[N:23]([CH2:25][CH3:26])[CH:24]=2)([C:12]2[CH:17]=[CH:16][CH:15]=[C:14](Br)[CH:13]=2)[N:3]=1.[F:29][C:30]1[C:35]([Sn](CCCC)(CCCC)CCCC)=[CH:34][N:33]=[CH:32][C:31]=1[CH3:49]. Product: [NH2:1][C:2]1[C:10]2[C:5](=[CH:6][CH:7]=[CH:8][C:9]=2[F:11])[C@@:4]([C:19]2[CH:20]=[C:21]([CH3:28])[C:22](=[O:27])[N:23]([CH2:25][CH3:26])[CH:24]=2)([C:12]2[CH:17]=[CH:16][CH:15]=[C:14]([C:35]3[CH:34]=[N:33][CH:32]=[C:31]([CH3:49])[C:30]=3[F:29])[CH:13]=2)[N:3]=1. The catalyst class is: 455. (4) Reactant: [CH2:1]([N:5]1[C:14]2[C:9](=[CH:10][CH:11]=[C:12]([C:15]([O:17][CH3:18])=[O:16])[CH:13]=2)[NH:8][CH2:7][C:6]1=[O:19])[CH2:2][CH2:3][CH3:4].C(N(CC)CC)C.[C:27](O[C:27]([O:29][C:30]([CH3:33])([CH3:32])[CH3:31])=[O:28])([O:29][C:30]([CH3:33])([CH3:32])[CH3:31])=[O:28]. Product: [CH2:1]([N:5]1[C:14]2[C:9](=[CH:10][CH:11]=[C:12]([C:15]([O:17][CH3:18])=[O:16])[CH:13]=2)[N:8]([C:27]([O:29][C:30]([CH3:33])([CH3:32])[CH3:31])=[O:28])[CH2:7][C:6]1=[O:19])[CH2:2][CH2:3][CH3:4]. The catalyst class is: 64.